Dataset: Forward reaction prediction with 1.9M reactions from USPTO patents (1976-2016). Task: Predict the product of the given reaction. Given the reactants [CH3:1][N:2]([S:15]([C:18]1[S:19][CH:20]=[CH:21][CH:22]=1)(=[O:17])=[O:16])[C:3]1[CH:4]=[CH:5][CH:6]=[C:7]2[C:11]=1[NH:10][C:9]([C:12](=[S:14])[NH2:13])=[CH:8]2.Cl[CH2:24][C:25](=O)[CH2:26][C:27]([O:29][CH2:30][CH3:31])=[O:28].CN(C)C(=O)C, predict the reaction product. The product is: [CH3:1][N:2]([S:15]([C:18]1[S:19][CH:20]=[CH:21][CH:22]=1)(=[O:17])=[O:16])[C:3]1[CH:4]=[CH:5][CH:6]=[C:7]2[C:11]=1[NH:10][C:9]([C:12]1[S:14][CH:24]=[C:25]([CH2:26][C:27]([O:29][CH2:30][CH3:31])=[O:28])[N:13]=1)=[CH:8]2.